From a dataset of Forward reaction prediction with 1.9M reactions from USPTO patents (1976-2016). Predict the product of the given reaction. (1) Given the reactants [Cl:1][C:2]1[CH:7]=[CH:6][CH:5]=[C:4]([F:8])[C:3]=1[CH2:9][C:10]#[N:11].C[O-:13].[Na+].[C:15]1([CH3:21])C=CC=CC=1, predict the reaction product. The product is: [C:15]([CH:9]([C:3]1[C:4]([F:8])=[CH:5][CH:6]=[CH:7][C:2]=1[Cl:1])[C:10]#[N:11])(=[O:13])[CH3:21]. (2) The product is: [CH2:17]([O:16][C:14]([CH:13]1[CH2:19][CH2:20][N:10]([C:2]2[CH:9]=[CH:8][CH:7]=[CH:6][C:3]=2[C:4]#[N:5])[CH2:11][CH2:12]1)=[O:15])[CH3:18]. Given the reactants F[C:2]1[CH:9]=[CH:8][CH:7]=[CH:6][C:3]=1[C:4]#[N:5].[NH:10]1[CH2:20][CH2:19][CH:13]([C:14]([O:16][CH2:17][CH3:18])=[O:15])[CH2:12][CH2:11]1, predict the reaction product. (3) Given the reactants Br[C:2]1[CH:18]=[CH:17][C:5]([C:6]([NH:8][C:9]2[CH:14]=[CH:13][N:12]=[C:11]([O:15][CH3:16])[CH:10]=2)=[O:7])=[C:4]([F:19])[CH:3]=1.[F:20][C:21]([F:27])([F:26])[C:22]([F:25])([F:24])I, predict the reaction product. The product is: [F:19][C:4]1[CH:3]=[C:2]([C:22]([F:25])([F:24])[C:21]([F:27])([F:26])[F:20])[CH:18]=[CH:17][C:5]=1[C:6]([NH:8][C:9]1[CH:14]=[CH:13][N:12]=[C:11]([O:15][CH3:16])[CH:10]=1)=[O:7]. (4) Given the reactants [Cl:1][C:2]1[C:15]2[C:14](=[O:16])[C:13]3[C:8](=[CH:9][CH:10]=[CH:11][CH:12]=3)[S:7][C:6]=2[C:5]([O:17][CH2:18][C:19]([OH:21])=[O:20])=[CH:4][CH:3]=1.C(#N)C.[OH:25][CH2:26][CH2:27][CH2:28][CH2:29][O:30][C:31](=[O:34])[CH:32]=[CH2:33].[CH2:35](OCC1OC1)[CH:36]1[O:38][CH2:37]1, predict the reaction product. The product is: [Cl:1][C:2]1[C:15]2[C:14](=[O:16])[C:13]3[C:8](=[CH:9][CH:10]=[CH:11][CH:12]=3)[S:7][C:6]=2[C:5]([O:17][CH2:18][C:19]([O:21][CH2:35][CH:36]([OH:38])[CH2:37][O:25][CH2:26][CH2:27][CH2:28][CH2:29][O:30][C:31](=[O:34])[CH:32]=[CH2:33])=[O:20])=[CH:4][CH:3]=1. (5) Given the reactants [CH3:1][O:2][C:3]1[CH:8]=[CH:7][N:6]=[C:5]([N:9]2[CH2:13][CH2:12][C:11]3([CH2:18][CH2:17][CH2:16][NH:15][C:14]3=[O:19])[CH2:10]2)[N:4]=1.[H-].[Na+].C1(S([N:31]2[C:35]3=[N:36][CH:37]=[CH:38][CH:39]=[C:34]3[C:33]([CH2:40]Br)=[CH:32]2)(=O)=O)C=CC=CC=1.C(=O)([O-])[O-].[Cs+].[Cs+], predict the reaction product. The product is: [NH:31]1[C:35]2=[N:36][CH:37]=[CH:38][CH:39]=[C:34]2[C:33]([CH2:40][N:15]2[CH2:16][CH2:17][CH2:18][C:11]3([CH2:10][N:9]([C:5]4[N:4]=[C:3]([O:2][CH3:1])[CH:8]=[CH:7][N:6]=4)[CH2:13][CH2:12]3)[C:14]2=[O:19])=[CH:32]1.